This data is from CYP3A4 inhibition data for predicting drug metabolism from PubChem BioAssay. The task is: Regression/Classification. Given a drug SMILES string, predict its absorption, distribution, metabolism, or excretion properties. Task type varies by dataset: regression for continuous measurements (e.g., permeability, clearance, half-life) or binary classification for categorical outcomes (e.g., BBB penetration, CYP inhibition). Dataset: cyp3a4_veith. (1) The drug is CCCCc1n[nH]c2c1/C(=N/O)CC(c1ccccc1)C2. The result is 1 (inhibitor). (2) The molecule is CCOC(=O)c1[nH]c(C)c(C(=O)N2CCc3ccccc32)c1C. The result is 1 (inhibitor).